This data is from Full USPTO retrosynthesis dataset with 1.9M reactions from patents (1976-2016). The task is: Predict the reactants needed to synthesize the given product. (1) Given the product [F:1][C:2]1[CH:3]=[C:4]2[C:8](=[CH:9][CH:10]=1)[NH:7][C:6](=[O:11])[C:5]2([OH:12])[CH2:16][N+:13]([O-:15])=[O:14], predict the reactants needed to synthesize it. The reactants are: [F:1][C:2]1[CH:3]=[C:4]2[C:8](=[CH:9][CH:10]=1)[NH:7][C:6](=[O:11])[C:5]2=[O:12].[N+:13]([CH3:16])([O-:15])=[O:14]. (2) Given the product [CH2:9]([O:8][P:6]([O-:14])([O:11][CH2:12][CH3:13])=[O:7])[CH3:10].[CH3:31][NH+:32]1[CH2:36][CH:35]([CH3:37])[N:34]([CH3:38])[CH:33]1[CH3:39], predict the reactants needed to synthesize it. The reactants are: C(NCC)C.[P:6]([O:14]CC)([O:11][CH2:12][CH3:13])([O:8][CH2:9][CH3:10])=[O:7].P([O-])(OCC)(OCC)=O.COC(=O)[O-].[CH3:31][NH+:32]1[CH2:36][CH:35]([CH3:37])[N:34]([CH3:38])[CH:33]1[CH3:39]. (3) Given the product [CH2:7]1[C:8]2[C:4](=[CH:3][C:2]([NH:1][C:45](=[O:46])[C:44]3[CH:48]=[CH:49][C:41]([CH2:40][N:21]4[C:22]5[C:27](=[CH:26][CH:25]=[CH:24][CH:23]=5)[C:28]5([CH2:32][O:31][C:30]6[CH:33]=[C:34]7[C:38](=[CH:39][C:29]5=6)[CH2:37][CH2:36][O:35]7)[C:20]4=[O:19])=[CH:42][CH:43]=3)=[CH:10][CH:9]=2)[CH2:5][CH2:6]1, predict the reactants needed to synthesize it. The reactants are: [NH2:1][C:2]1[CH:3]=[C:4]2[C:8](=[CH:9][CH:10]=1)[CH2:7][CH2:6][CH2:5]2.C1(CN)CCCCC1.[O:19]=[C:20]1[C:28]2([CH2:32][O:31][C:30]3[CH:33]=[C:34]4[C:38](=[CH:39][C:29]2=3)[CH2:37][CH2:36][O:35]4)[C:27]2[C:22](=[CH:23][CH:24]=[CH:25][CH:26]=2)[N:21]1[CH2:40][C:41]1[CH:49]=[CH:48][C:44]([C:45](O)=[O:46])=[CH:43][CH:42]=1.O=C1C2(COC3C=C4C(=CC2=3)CCO4)C2C(=CC=CC=2)N1CC1C=C(C=CC=1)C(O)=O. (4) Given the product [NH:22]1[C:27]2[CH:28]=[CH:29][CH:30]=[CH:31][C:26]=2[CH2:25][O:24][C:23]1=[O:32], predict the reactants needed to synthesize it. The reactants are: N1C2C(=CC=CC=2S(Cl)(=O)=O)C=CC=1.Cl.N1CCC([N:22]2[C:27]3[CH:28]=[CH:29][CH:30]=[CH:31][C:26]=3[CH2:25][O:24][C:23]2=[O:32])CC1.C(N(C(C)C)CC)(C)C. (5) Given the product [NH2:2][CH2:1][C:3]1[CH:8]=[CH:7][CH:6]=[CH:5][C:4]=1[N:9]([CH3:14])[S:10]([CH3:13])(=[O:12])=[O:11], predict the reactants needed to synthesize it. The reactants are: [C:1]([C:3]1[CH:8]=[CH:7][CH:6]=[CH:5][C:4]=1[N:9]([CH3:14])[S:10]([CH3:13])(=[O:12])=[O:11])#[N:2].[H][H]. (6) Given the product [C:9]([CH:10]([NH:19][C:20](=[O:38])[CH:21]([CH2:31][CH:32]1[CH2:33][CH2:34][CH2:35][CH2:36][CH2:37]1)[CH2:22][C:23]([N:25]1[CH2:30][CH2:29][O:28][CH2:27][CH2:26]1)=[O:24])[CH2:11][CH2:12][N:13]1[CH2:14][CH2:15][CH2:16][CH2:17][CH2:18]1)(=[O:8])[NH2:40], predict the reactants needed to synthesize it. The reactants are: C([O:8][C:9](=O)[CH:10]([NH:19][C:20](=[O:38])[CH:21]([CH2:31][CH:32]1[CH2:37][CH2:36][CH2:35][CH2:34][CH2:33]1)[CH2:22][C:23]([N:25]1[CH2:30][CH2:29][O:28][CH2:27][CH2:26]1)=[O:24])[CH2:11][CH2:12][N:13]1[CH2:18][CH2:17][CH2:16][CH2:15][CH2:14]1)C1C=CC=CC=1.[NH3:40].CO. (7) Given the product [Cl:1][C:2]1[CH:3]=[CH:4][C:5]([CH:8]2[CH2:10][CH:9]2[NH:33][C:36](=[O:21])[O:42][C:39]([CH3:41])([CH3:40])[CH3:38])=[CH:6][CH:7]=1, predict the reactants needed to synthesize it. The reactants are: [Cl:1][C:2]1[CH:7]=[CH:6][C:5]([CH:8]2[CH2:10][CH:9]2C(O)=O)=[CH:4][CH:3]=1.C1(P(N=[N+]=[N-])(C2C=CC=CC=2)=[O:21])C=CC=CC=1.C([N:33]([CH2:36]C)CC)C.[CH3:38][C:39]([OH:42])([CH3:41])[CH3:40].